This data is from Reaction yield outcomes from USPTO patents with 853,638 reactions. The task is: Predict the reaction yield, written as a fraction of the theoretical maximum amount of product (1.0 means a 100% yield; for example, 0.34 means a 34% yield). (1) The reactants are [Br:1][C:2]1[CH:10]=[CH:9][C:5]([CH:6]=[N:7][OH:8])=[C:4]([O:11][CH3:12])[CH:3]=1.[CH2:13]([OH:16])[CH:14]=[CH2:15].Cl[O-].[Na+]. The catalyst is O1CCCC1. The product is [Br:1][C:2]1[CH:10]=[CH:9][C:5]([C:6]2[CH2:15][CH:14]([CH2:13][OH:16])[O:8][N:7]=2)=[C:4]([O:11][CH3:12])[CH:3]=1. The yield is 0.600. (2) The reactants are [CH3:1][C:2]1([CH3:27])[CH2:7][CH2:6][C:5]([C:8]2[C:9]([CH:20]([OH:26])[C:21]([O:23][CH2:24][CH3:25])=[O:22])=[C:10]([CH3:19])[S:11][C:12]=2[C:13]2[CH:18]=[CH:17][N:16]=[CH:15][CH:14]=2)=[CH:4][CH2:3]1.[H-].[Na+].[CH2:30](I)[CH3:31]. The catalyst is CN(C)C=O. The product is [CH3:27][C:2]1([CH3:1])[CH2:7][CH2:6][C:5]([C:8]2[C:9]([CH:20]([O:26][CH2:30][CH3:31])[C:21]([O:23][CH2:24][CH3:25])=[O:22])=[C:10]([CH3:19])[S:11][C:12]=2[C:13]2[CH:14]=[CH:15][N:16]=[CH:17][CH:18]=2)=[CH:4][CH2:3]1. The yield is 0.460. (3) The yield is 0.490. The product is [C:1]([O:5][C:6]([N:8]1[CH2:13][CH2:12][C:11]2[N:28]=[C:21]([C:22]3[CH:27]=[CH:26][CH:25]=[CH:24][CH:23]=3)[N:29]=[CH:15][C:10]=2[CH2:9]1)=[O:7])([CH3:4])([CH3:2])[CH3:3]. The reactants are [C:1]([O:5][C:6]([N:8]1[CH2:13][CH2:12][C:11](=O)[C:10](=[CH:15]N(C)C)[CH2:9]1)=[O:7])([CH3:4])([CH3:3])[CH3:2].O.Cl.[C:21]([NH2:29])(=[NH:28])[C:22]1[CH:27]=[CH:26][CH:25]=[CH:24][CH:23]=1.[O-]CC.[Na+]. The catalyst is C(O)C.